From a dataset of Reaction yield outcomes from USPTO patents with 853,638 reactions. Predict the reaction yield, written as a fraction of the theoretical maximum amount of product (1.0 means a 100% yield; for example, 0.34 means a 34% yield). The reactants are Br[C:2]1[N:10]=[CH:9][C:8]2[NH:7][C:6]3[N:11]=[CH:12][C:13]([C:15]4[CH:20]=[CH:19][C:18]([CH2:21][N:22]5[CH2:27][CH2:26][CH:25]([C:28]([F:31])([F:30])[F:29])[CH2:24][CH2:23]5)=[CH:17][CH:16]=4)=[CH:14][C:5]=3[C:4]=2[CH:3]=1.[CH3:32][N:33]1[CH:37]=[C:36](B2OC(C)(C)C(C)(C)O2)[CH:35]=[N:34]1. The catalyst is C(#N)C.C(=O)([O-])[O-].[Na+].[Na+]. The product is [CH3:32][N:33]1[CH:37]=[C:36]([C:2]2[N:10]=[CH:9][C:8]3[NH:7][C:6]4[N:11]=[CH:12][C:13]([C:15]5[CH:20]=[CH:19][C:18]([CH2:21][N:22]6[CH2:27][CH2:26][CH:25]([C:28]([F:30])([F:29])[F:31])[CH2:24][CH2:23]6)=[CH:17][CH:16]=5)=[CH:14][C:5]=4[C:4]=3[CH:3]=2)[CH:35]=[N:34]1. The yield is 0.310.